The task is: Predict the reactants needed to synthesize the given product.. This data is from Full USPTO retrosynthesis dataset with 1.9M reactions from patents (1976-2016). Given the product [F:30][C:31]1[CH:32]=[C:33]([C:34]2[O:35][C:4]3[C:5]([CH2:14][CH:15]=[C:16]([CH3:18])[CH3:17])=[C:6]([OH:13])[C:7]([CH2:8][CH:9]=[C:10]([CH3:12])[CH3:11])=[C:2]([OH:1])[C:3]=3[C:20](=[O:23])[C:21]=2[CH3:22])[CH:37]=[CH:38][C:39]=1[F:40], predict the reactants needed to synthesize it. The reactants are: [OH:1][C:2]1[C:7]([CH2:8][CH:9]=[C:10]([CH3:12])[CH3:11])=[C:6]([OH:13])[C:5]([CH2:14][CH:15]=[C:16]([CH3:18])[CH3:17])=[C:4](O)[C:3]=1[C:20](=[O:23])[CH2:21][CH3:22].C(=O)([O-])[O-].[K+].[K+].[F:30][C:31]1[CH:32]=[C:33]([CH:37]=[CH:38][C:39]=1[F:40])[C:34](Cl)=[O:35].